This data is from Reaction yield outcomes from USPTO patents with 853,638 reactions. The task is: Predict the reaction yield, written as a fraction of the theoretical maximum amount of product (1.0 means a 100% yield; for example, 0.34 means a 34% yield). The reactants are [CH3:1][C:2]1[CH:11]=[CH:10][C:9]2[C:4](=[CH:5][CH:6]=[C:7]3[O:15][CH2:14][CH:13]([CH2:16][OH:17])[O:12][C:8]3=2)[N:3]=1.[S:18](Cl)([C:21]1[CH:27]=[CH:26][C:24]([CH3:25])=[CH:23][CH:22]=1)(=[O:20])=[O:19].C(N(CC)CC)C.C(Cl)(Cl)Cl. The catalyst is C(Cl)Cl.O. The product is [CH3:25][C:24]1[CH:26]=[CH:27][C:21]([S:18]([O:17][CH2:16][CH:13]2[O:12][C:8]3=[C:9]4[C:4](=[CH:5][CH:6]=[C:7]3[O:15][CH2:14]2)[N:3]=[C:2]([CH3:1])[CH:11]=[CH:10]4)(=[O:20])=[O:19])=[CH:22][CH:23]=1. The yield is 0.880.